This data is from Reaction yield outcomes from USPTO patents with 853,638 reactions. The task is: Predict the reaction yield, written as a fraction of the theoretical maximum amount of product (1.0 means a 100% yield; for example, 0.34 means a 34% yield). (1) The reactants are [Cl:1][C:2]1[C:3]([CH2:52][C:53]2[CH:58]=[CH:57][C:56]([CH2:59][CH3:60])=[CH:55][CH:54]=2)=[CH:4][C:5]([C@@:9]2([CH2:48][CH2:49][CH2:50][OH:51])[C@H:14]([O:15][CH2:16][C:17]3[CH:22]=[CH:21][CH:20]=[CH:19][CH:18]=3)[C@@H:13]([O:23][CH2:24][C:25]3[CH:30]=[CH:29][CH:28]=[CH:27][CH:26]=3)[C@H:12]([O:31][CH2:32][C:33]3[CH:38]=[CH:37][CH:36]=[CH:35][CH:34]=3)[C@@H:11]([CH2:39][O:40][CH2:41][C:42]3[CH:47]=[CH:46][CH:45]=[CH:44][CH:43]=3)[O:10]2)=[C:6](O)[CH:7]=1.N1C=CC=CC=1.CS(OS(C)(=O)=O)(=O)=O.C(=O)([O-])[O-].[K+].[K+]. The catalyst is C(Cl)Cl.CN(C=O)C. The product is [CH2:16]([O:15][C@@H:14]1[C@@H:13]([O:23][CH2:24][C:25]2[CH:26]=[CH:27][CH:28]=[CH:29][CH:30]=2)[C@H:12]([O:31][CH2:32][C:33]2[CH:34]=[CH:35][CH:36]=[CH:37][CH:38]=2)[C@@H:11]([CH2:39][O:40][CH2:41][C:42]2[CH:47]=[CH:46][CH:45]=[CH:44][CH:43]=2)[O:10][C@@:9]21[CH2:48][CH2:49][CH2:50][O:51][C:6]1[CH:7]=[C:2]([Cl:1])[C:3]([CH2:52][C:53]3[CH:58]=[CH:57][C:56]([CH2:59][CH3:60])=[CH:55][CH:54]=3)=[CH:4][C:5]2=1)[C:17]1[CH:22]=[CH:21][CH:20]=[CH:19][CH:18]=1. The yield is 0.550. (2) The reactants are [F:1][C:2]1[CH:7]=[CH:6][C:5]([NH:8][C:9]2[N:14]3[N:15]=[CH:16][C:17]([S:18](=[O:26])(=[O:25])[NH:19][CH2:20][C:21]([F:24])([F:23])[F:22])=[C:13]3[N:12]=[CH:11][C:10]=2[C:27](OCC)=[O:28])=[C:4]([CH3:32])[CH:3]=1.Cl.[F:34][C:35]1[CH:40]=[CH:39][C:38]([CH:41]2[CH2:46][CH2:45][NH:44][CH2:43][CH2:42]2)=[CH:37][CH:36]=1. No catalyst specified. The product is [F:1][C:2]1[CH:7]=[CH:6][C:5]([NH:8][C:9]2[N:14]3[N:15]=[CH:16][C:17]([S:18]([NH:19][CH2:20][C:21]([F:22])([F:23])[F:24])(=[O:25])=[O:26])=[C:13]3[N:12]=[CH:11][C:10]=2[C:27]([N:44]2[CH2:45][CH2:46][CH:41]([C:38]3[CH:37]=[CH:36][C:35]([F:34])=[CH:40][CH:39]=3)[CH2:42][CH2:43]2)=[O:28])=[C:4]([CH3:32])[CH:3]=1. The yield is 0.210. (3) The product is [CH3:32][N:33]1[CH:37]=[C:36]([C:2]2[CH:3]=[CH:4][C:5]3[N:9]=[N:8][N:7]([CH2:10][C:11]4[CH:12]=[CH:13][C:14]5[N:15]([CH:17]=[C:18]([NH:20][C:21]([CH:23]6[CH2:24][CH2:25]6)=[O:22])[N:19]=5)[N:16]=4)[C:6]=3[CH:31]=2)[CH:35]=[N:34]1. The reactants are Br[C:2]1[CH:3]=[CH:4][C:5]2[N:9]=[N:8][N:7]([CH2:10][C:11]3[CH:12]=[CH:13][C:14]4[N:15]([CH:17]=[C:18]([N:20](C(C5CC5)=O)[C:21]([CH:23]5[CH2:25][CH2:24]5)=[O:22])[N:19]=4)[N:16]=3)[C:6]=2[CH:31]=1.[CH3:32][N:33]1[CH:37]=[C:36](B2OC(C)(C)C(C)(C)O2)[CH:35]=[N:34]1.O1CCOCC1. The yield is 0.450. The catalyst is C([O-])([O-])=O.[Na+].[Na+].C1C=CC(P(C2C=CC=CC=2)[C-]2C=CC=C2)=CC=1.C1C=CC(P(C2C=CC=CC=2)[C-]2C=CC=C2)=CC=1.Cl[Pd]Cl.[Fe+2].C(Cl)Cl. (4) The reactants are [CH3:1][C:2]1[N:3]([C:11]2[CH:31]=[CH:30][C:14]([C:15]([N:17]3[CH2:22][CH2:21][N:20](C(OC(C)(C)C)=O)[CH2:19][CH2:18]3)=[O:16])=[CH:13][CH:12]=2)[C:4]2[C:9]([CH:10]=1)=[CH:8][CH:7]=[CH:6][CH:5]=2.[ClH:32]. The catalyst is ClCCl. The product is [ClH:32].[CH3:1][C:2]1[N:3]([C:11]2[CH:31]=[CH:30][C:14]([C:15]([N:17]3[CH2:22][CH2:21][NH:20][CH2:19][CH2:18]3)=[O:16])=[CH:13][CH:12]=2)[C:4]2[C:9]([CH:10]=1)=[CH:8][CH:7]=[CH:6][CH:5]=2. The yield is 0.590. (5) The reactants are [F:1][C:2]1[CH:7]=[CH:6][CH:5]=[C:4]([F:8])[C:3]=1[C:9]1[O:10][C:11]([NH:19][C:20]2[CH:25]=[CH:24][CH:23]=[CH:22][CH:21]=2)=[C:12]([C:14]([O:16]CC)=[O:15])[N:13]=1.[OH-].C[Sn+](C)C. The catalyst is ClCCCl.C(Cl)Cl. The product is [F:1][C:2]1[CH:7]=[CH:6][CH:5]=[C:4]([F:8])[C:3]=1[C:9]1[O:10][C:11]([NH:19][C:20]2[CH:25]=[CH:24][CH:23]=[CH:22][CH:21]=2)=[C:12]([C:14]([OH:16])=[O:15])[N:13]=1. The yield is 0.410. (6) The reactants are C[O:2][C:3]([C@H:5]1[CH2:10][CH2:9][C@H:8]([CH2:11][N:12]2[C:21](=[O:22])[CH2:20][C:19]3[C:14](=[CH:15][CH:16]=[CH:17][CH:18]=3)[C:13]2=[O:23])[CH2:7][CH2:6]1)=[O:4].[OH-].[Na+].Cl. The catalyst is CO. The product is [O:23]=[C:13]1[C:14]2[C:19](=[CH:18][CH:17]=[CH:16][CH:15]=2)[CH2:20][C:21](=[O:22])[N:12]1[CH2:11][C@H:8]1[CH2:9][CH2:10][C@H:5]([C:3]([OH:4])=[O:2])[CH2:6][CH2:7]1. The yield is 0.330. (7) The reactants are [C:1]([O:5][C:6]([N:8]1[CH2:12][CH2:11][C@@H:10]([C:13](O)=[O:14])[CH2:9]1)=[O:7])([CH3:4])([CH3:3])[CH3:2].B.C1COCC1. The catalyst is C1COCC1. The product is [C:1]([O:5][C:6]([N:8]1[CH2:12][CH2:11][C@@H:10]([CH2:13][OH:14])[CH2:9]1)=[O:7])([CH3:4])([CH3:3])[CH3:2]. The yield is 0.960. (8) The reactants are C1(P(C2C=CC=CC=2)C2C=CC3C(=CC=CC=3)C=2C2C3C(=CC=CC=3)C=CC=2P(C2C=CC=CC=2)C2C=CC=CC=2)C=CC=CC=1.[NH2:47][C:48]1[CH:53]=[C:52]([CH3:54])[CH:51]=[CH:50][N:49]=1.[C:55]([O:59][C:60](=[O:80])[CH2:61][CH:62]1[CH2:67][CH2:66][N:65]([C:68]2[S:69][C:70]([C:73]3[CH:78]=[CH:77][CH:76]=[C:75](Br)[N:74]=3)=[CH:71][N:72]=2)[CH2:64][CH2:63]1)([CH3:58])([CH3:57])[CH3:56].C(=O)([O-])[O-].[Cs+].[Cs+]. The catalyst is C1(C)C=CC=CC=1.C([O-])(=O)C.[Pd+2].C([O-])(=O)C.O. The product is [C:55]([O:59][C:60](=[O:80])[CH2:61][CH:62]1[CH2:63][CH2:64][N:65]([C:68]2[S:69][C:70]([C:73]3[CH:78]=[CH:77][CH:76]=[C:75]([NH:47][C:48]4[CH:53]=[C:52]([CH3:54])[CH:51]=[CH:50][N:49]=4)[N:74]=3)=[CH:71][N:72]=2)[CH2:66][CH2:67]1)([CH3:58])([CH3:56])[CH3:57]. The yield is 0.620. (9) The reactants are [OH:1][C:2]1[CH:3]=[C:4]([C:8](=[O:11])[CH2:9][CH3:10])[CH:5]=[CH:6][CH:7]=1.C([O-])([O-])=O.[K+].[K+].Br[CH2:19][CH2:20][CH2:21][C:22]([O:24][CH2:25][CH3:26])=[O:23]. The catalyst is CC(C)=O. The product is [C:8]([C:4]1[CH:3]=[C:2]([O:1][CH2:19][CH2:20][CH2:21][C:22]([O:24][CH2:25][CH3:26])=[O:23])[CH:7]=[CH:6][CH:5]=1)(=[O:11])[CH2:9][CH3:10]. The yield is 0.920.